From a dataset of Forward reaction prediction with 1.9M reactions from USPTO patents (1976-2016). Predict the product of the given reaction. (1) Given the reactants [OH:1][C:2]1[C:3]([C:16]2[CH:17]=[C:18]([CH:24]=[CH:25][C:26]([O:28]CC)=[O:27])[CH:19]=[CH:20][C:21]=2[O:22][CH3:23])=[CH:4][C:5]2[C:6]([CH3:15])([CH3:14])[CH2:7][CH2:8][C:9]([CH3:13])([CH3:12])[C:10]=2[CH:11]=1.Br[CH:32]([OH:38])[CH2:33][CH2:34][CH2:35][CH2:36][CH3:37], predict the reaction product. The product is: [OH:38][CH2:32][CH2:33][CH2:34][CH2:35][CH2:36][CH2:37][O:1][C:2]1[C:3]([C:16]2[CH:17]=[C:18]([CH:24]=[CH:25][C:26]([OH:28])=[O:27])[CH:19]=[CH:20][C:21]=2[O:22][CH3:23])=[CH:4][C:5]2[C:6]([CH3:15])([CH3:14])[CH2:7][CH2:8][C:9]([CH3:13])([CH3:12])[C:10]=2[CH:11]=1. (2) Given the reactants [CH:1]1([N:6]2[C:15]3[N:14]=[C:13]([NH:16][C:17]4[CH:26]=[CH:25][C:20]([C:21]([O:23]C)=[O:22])=[CH:19][C:18]=4[O:27][CH3:28])[N:12]=[CH:11][C:10]=3[N:9]([CH2:29][CH3:30])[CH2:8][C@H:7]2[CH2:31][CH3:32])[CH2:5][CH2:4][CH2:3][CH2:2]1.Cl, predict the reaction product. The product is: [CH:1]1([N:6]2[C:15]3[N:14]=[C:13]([NH:16][C:17]4[CH:26]=[CH:25][C:20]([C:21]([OH:23])=[O:22])=[CH:19][C:18]=4[O:27][CH3:28])[N:12]=[CH:11][C:10]=3[N:9]([CH2:29][CH3:30])[CH2:8][C@H:7]2[CH2:31][CH3:32])[CH2:2][CH2:3][CH2:4][CH2:5]1. (3) Given the reactants [N:1]1([S:5]([NH2:8])(=[O:7])=[O:6])[CH2:4][CH2:3][CH2:2]1.C(=O)([O-])[O-].[Cs+].[Cs+].ClC1C=C(OC2COC(C3C=CC=CC=3)OC2)N=C(SCC2C=CC=C(F)C=2F)N=1.Cl[C:46]1[CH:51]=[C:50]([O:52][C@@H:53]([C@H:55]2[CH2:59][O:58][C:57]([CH3:61])([CH3:60])[O:56]2)[CH3:54])[N:49]=[C:48]([S:62][CH2:63][C:64]2[CH:69]=[CH:68][CH:67]=[C:66]([F:70])[C:65]=2[F:71])[N:47]=1.[Cl-].[NH4+], predict the reaction product. The product is: [F:71][C:65]1[C:66]([F:70])=[CH:67][CH:68]=[CH:69][C:64]=1[CH2:63][S:62][C:48]1[N:47]=[C:46]([NH:8][S:5]([N:1]2[CH2:4][CH2:3][CH2:2]2)(=[O:7])=[O:6])[CH:51]=[C:50]([O:52][C@@H:53]([C@H:55]2[CH2:59][O:58][C:57]([CH3:60])([CH3:61])[O:56]2)[CH3:54])[N:49]=1.